From a dataset of Forward reaction prediction with 1.9M reactions from USPTO patents (1976-2016). Predict the product of the given reaction. (1) Given the reactants [F:1][C:2]1[CH:11]=[C:10]2[C:5]([N:6]=[CH:7][C:8](=[O:12])[NH:9]2)=[CH:4][CH:3]=1.[CH2:13](I)[CH:14]=[CH2:15].C(=O)([O-])[O-].[K+].[K+], predict the reaction product. The product is: [F:1][C:2]1[CH:11]=[C:10]2[C:5]([N:6]=[CH:7][C:8](=[O:12])[N:9]2[CH2:15][CH:14]=[CH2:13])=[CH:4][CH:3]=1. (2) Given the reactants [O:1]=[C:2]1[CH:11]=[CH:10][C:9]2[C:4](=[CH:5][CH:6]=[C:7]([C:12]#[C:13][Si](C)(C)C)[CH:8]=2)[N:3]1[CH2:18][C:19]([O:21]C)=[O:20].O[Li].O, predict the reaction product. The product is: [C:12]([C:7]1[CH:8]=[C:9]2[C:4](=[CH:5][CH:6]=1)[N:3]([CH2:18][C:19]([OH:21])=[O:20])[C:2](=[O:1])[CH:11]=[CH:10]2)#[CH:13]. (3) Given the reactants C[C:2]1[CH:3]=[C:4]([OH:10])[C:5]([O:8][CH3:9])=[CH:6][CH:7]=1.[CH3:11][C:12]1[CH:13]=[C:14]([OH:18])[CH:15]=[CH:16][CH:17]=1.[CH3:19]CO[Si](OCC)(OCC)C, predict the reaction product. The product is: [OH:10][C:4]1[C:5]([O:8][CH3:9])=[CH:6][C:7]([CH3:19])=[CH:2][C:3]=1[C:15]1[CH:16]=[CH:17][C:12]([CH3:11])=[CH:13][C:14]=1[OH:18]. (4) Given the reactants Br[C:2]1[CH:3]=[C:4]([O:10][C:11]2[C:12]([F:28])=[C:13]([CH2:18][NH:19][C:20]([C:22]3[NH:26][CH:25]=[N:24][C:23]=3[Cl:27])=[O:21])[CH:14]=[CH:15][C:16]=2[Cl:17])[CH:5]=[C:6]([C:8]#[N:9])[CH:7]=1.[CH:29]1([C:32]#[CH:33])[CH2:31][CH2:30]1, predict the reaction product. The product is: [Cl:27][C:23]1[N:24]=[CH:25][NH:26][C:22]=1[C:20]([NH:19][CH2:18][C:13]1[CH:14]=[CH:15][C:16]([Cl:17])=[C:11]([O:10][C:4]2[CH:3]=[C:2]([C:33]#[C:32][CH:29]3[CH2:31][CH2:30]3)[CH:7]=[C:6]([C:8]#[N:9])[CH:5]=2)[C:12]=1[F:28])=[O:21]. (5) The product is: [Cl:1][C:2]1[CH:10]=[CH:9][CH:8]=[C:7]2[C:3]=1[C:4]([CH:17]([C:4]1[C:3]3[C:7](=[CH:8][CH:9]=[CH:10][C:2]=3[Cl:1])[NH:6][CH:5]=1)[C:14]1[CH:15]=[CH:16][C:11]([C:19]3[CH:24]=[CH:23][CH:22]=[CH:21][CH:20]=3)=[CH:12][CH:13]=1)=[CH:5][NH:6]2. Given the reactants [Cl:1][C:2]1[CH:10]=[CH:9][CH:8]=[C:7]2[C:3]=1[CH:4]=[CH:5][NH:6]2.[C:11]1([C:19]2[CH:24]=[CH:23][CH:22]=[CH:21][CH:20]=2)[CH:16]=[CH:15][C:14]([CH:17]=O)=[CH:13][CH:12]=1, predict the reaction product. (6) The product is: [C:17]([O:11][CH:8]([CH2:9][CH3:10])[C:2]([C:3]([O:5][CH2:6][CH3:7])=[O:4])([F:12])[F:1])(=[O:21])[C:18]([CH3:20])=[CH2:19]. Given the reactants [F:1][C:2]([F:12])([CH:8]([OH:11])[CH2:9][CH3:10])[C:3]([O:5][CH2:6][CH3:7])=[O:4].C(Cl)(Cl)Cl.[C:17](Cl)(=[O:21])[C:18]([CH3:20])=[CH2:19].C(N(CC)CC)C, predict the reaction product. (7) Given the reactants [CH2:1]([O:8][C:9]([N:11]1[CH2:16][CH2:15][C:14]2[N:17]=[C:18](Br)[S:19][C:13]=2[CH:12]1[C:21]1[CH:26]=[C:25]([Cl:27])[CH:24]=[CH:23][C:22]=1[O:28][CH2:29][C:30]([O:32][CH2:33][CH3:34])=[O:31])=[O:10])[C:2]1[CH:7]=[CH:6][CH:5]=[CH:4][CH:3]=1.[Br-].[CH:36]1([Zn+])[CH2:38][CH2:37]1, predict the reaction product. The product is: [CH2:1]([O:8][C:9]([N:11]1[CH2:16][CH2:15][C:14]2[N:17]=[C:18]([CH:36]3[CH2:38][CH2:37]3)[S:19][C:13]=2[CH:12]1[C:21]1[CH:26]=[C:25]([Cl:27])[CH:24]=[CH:23][C:22]=1[O:28][CH2:29][C:30]([O:32][CH2:33][CH3:34])=[O:31])=[O:10])[C:2]1[CH:7]=[CH:6][CH:5]=[CH:4][CH:3]=1. (8) Given the reactants [Cl:1][C:2]1[CH:3]=[C:4]2[C:8](=[CH:9][CH:10]=1)/[C:7](=[C:11](\[C:17]#[N:18])/C(OCC)=O)/[CH2:6][CH2:5]2.[C-:19]#[N:20].[K+], predict the reaction product. The product is: [Cl:1][C:2]1[CH:3]=[C:4]2[C:8](=[CH:9][CH:10]=1)[C:7]([CH2:11][C:17]#[N:18])([C:19]#[N:20])[CH2:6][CH2:5]2. (9) Given the reactants [Cl:1][C:2]1[CH:3]=[C:4]([O:14][CH3:15])[C:5]2[O:9][C:8]([CH2:11][OH:12])([CH3:10])[CH2:7][C:6]=2[CH:13]=1.[C:16]1([CH3:26])[CH:21]=[CH:20][C:19]([S:22](Cl)(=[O:24])=[O:23])=[CH:18][CH:17]=1.C(N(C(C)C)CC)(C)C.CC1C=CC(S(OCC2CC3C=CC=C(OC)C=3O2)(=O)=O)=CC=1, predict the reaction product. The product is: [CH3:26][C:16]1[CH:21]=[CH:20][C:19]([S:22]([O:12][CH2:11][C:8]2([CH3:10])[CH2:7][C:6]3[CH:13]=[C:2]([Cl:1])[CH:3]=[C:4]([O:14][CH3:15])[C:5]=3[O:9]2)(=[O:24])=[O:23])=[CH:18][CH:17]=1. (10) Given the reactants [CH:1]1([NH:4][CH:5]2[CH2:10][CH2:9][N:8]([C:11]3[N:16]=[CH:15][C:14]([CH2:17][CH3:18])=[CH:13][N:12]=3)[CH2:7][CH2:6]2)[CH2:3][CH2:2]1.[F:19][C:20]1[CH:21]=[C:22]([CH:26]=[CH:27][C:28]=1[N:29]1[CH:33]=[N:32][CH:31]=[N:30]1)[C:23](O)=[O:24], predict the reaction product. The product is: [CH:1]1([N:4]([CH:5]2[CH2:10][CH2:9][N:8]([C:11]3[N:12]=[CH:13][C:14]([CH2:17][CH3:18])=[CH:15][N:16]=3)[CH2:7][CH2:6]2)[C:23](=[O:24])[C:22]2[CH:26]=[CH:27][C:28]([N:29]3[CH:33]=[N:32][CH:31]=[N:30]3)=[C:20]([F:19])[CH:21]=2)[CH2:2][CH2:3]1.